Dataset: Peptide-MHC class I binding affinity with 185,985 pairs from IEDB/IMGT. Task: Regression. Given a peptide amino acid sequence and an MHC pseudo amino acid sequence, predict their binding affinity value. This is MHC class I binding data. (1) The peptide sequence is ELNASFIVF. The MHC is HLA-B15:02 with pseudo-sequence HLA-B15:02. The binding affinity (normalized) is 0.519. (2) The peptide sequence is RVPVSCAVY. The MHC is HLA-A33:01 with pseudo-sequence HLA-A33:01. The binding affinity (normalized) is 0. (3) The peptide sequence is TVLRFVPPL. The MHC is HLA-A02:01 with pseudo-sequence HLA-A02:01. The binding affinity (normalized) is 0.599.